This data is from Reaction yield outcomes from USPTO patents with 853,638 reactions. The task is: Predict the reaction yield, written as a fraction of the theoretical maximum amount of product (1.0 means a 100% yield; for example, 0.34 means a 34% yield). (1) The reactants are [CH3:1][NH2:2].[CH2:3]([O:5][C:6]1[C:13]([CH:14]([CH3:16])[CH3:15])=[CH:12][CH:11]=[CH:10][C:7]=1[CH:8]=O)[CH3:4].[BH4-].[Na+]. No catalyst specified. The product is [CH2:3]([O:5][C:6]1[C:13]([CH:14]([CH3:16])[CH3:15])=[CH:12][CH:11]=[CH:10][C:7]=1[CH2:8][CH2:1][NH2:2])[CH3:4]. The yield is 0.940. (2) The reactants are [C:1](=[O:16])([O:14][CH3:15])[O:2][C:3]1[CH:8]=[CH:7][C:6]([F:9])=[CH:5][C:4]=1[C:10]([CH3:13])([CH3:12])[CH3:11].[N+:17]([O-:20])([OH:19])=[O:18]. The catalyst is OS(O)(=O)=O. The product is [C:1](=[O:16])([O:14][CH3:15])[O:2][C:3]1[CH:8]=[C:7]([N+:17]([O-:19])=[O:18])[C:6]([F:9])=[CH:5][C:4]=1[C:10]([CH3:11])([CH3:12])[CH3:13].[C:1](=[O:16])([O:14][CH3:15])[O:2][C:3]1[C:8]([N+:17]([O-:20])=[O:18])=[CH:7][C:6]([F:9])=[CH:5][C:4]=1[C:10]([CH3:11])([CH3:12])[CH3:13]. The yield is 0.550. (3) The reactants are C(OC([N:8]([CH2:40][C:41]([O:43]C(C)(C)C)=[O:42])[C:9]1[CH:14]=[CH:13][CH:12]=[C:11]([CH:15]([CH2:26][C:27]2[CH:32]=[CH:31][C:30]([N:33]([C:35](=[O:39])[CH2:36][CH2:37][CH3:38])[CH3:34])=[CH:29][CH:28]=2)[NH:16][S:17]([C:20]2[CH:21]=[N:22][CH:23]=[CH:24][CH:25]=2)(=[O:19])=[O:18])[N:10]=1)=O)(C)(C)C.Cl.O1CCOCC1. The product is [C:35]([N:33]([CH3:34])[C:30]1[CH:31]=[CH:32][C:27]([CH2:26][CH:15]([NH:16][S:17]([C:20]2[CH:21]=[N:22][CH:23]=[CH:24][CH:25]=2)(=[O:18])=[O:19])[C:11]2[N:10]=[C:9]([NH:8][CH2:40][C:41]([OH:43])=[O:42])[CH:14]=[CH:13][CH:12]=2)=[CH:28][CH:29]=1)(=[O:39])[CH2:36][CH2:37][CH3:38]. The catalyst is C(Cl)Cl. The yield is 0.990. (4) The reactants are Cl[C:2]1[CH:7]=[C:6]([CH3:8])[C:5]([B:9]2[O:13][C:12]([CH3:15])([CH3:14])[C:11]([CH3:17])([CH3:16])[O:10]2)=[CH:4][N:3]=1.F[B-](F)(F)F.F[B-](F)(F)F.C1(P(C2CCCCC2)CCCP(C2CCCCC2)C2CCCCC2)CCCCC1.[C:57](=[O:60])([O-])[O-:58].[K+].[K+].[CH3:63]O. The catalyst is CN(C=O)C.C(OCC)(=O)C.C([O-])(=O)C.[Pd+2].C([O-])(=O)C. The product is [CH3:8][C:6]1[C:5]([B:9]2[O:13][C:12]([CH3:15])([CH3:14])[C:11]([CH3:17])([CH3:16])[O:10]2)=[CH:4][N:3]=[C:2]([C:57]([O:58][CH3:63])=[O:60])[CH:7]=1. The yield is 0.640. (5) The reactants are [F:1][C:2]1[CH:7]=[C:6]([I:8])[CH:5]=[CH:4][C:3]=1[NH:9][C:10]1[N:15]([CH3:16])[C:14](=[O:17])[C:13]2[CH:18]=[CH:19][S:20][C:12]=2[C:11]=1[C:21]([NH:23][O:24][CH2:25][CH2:26][O:27]C=C)=[O:22].Cl. The catalyst is CO. The product is [F:1][C:2]1[CH:7]=[C:6]([I:8])[CH:5]=[CH:4][C:3]=1[NH:9][C:10]1[N:15]([CH3:16])[C:14](=[O:17])[C:13]2[CH:18]=[CH:19][S:20][C:12]=2[C:11]=1[C:21]([NH:23][O:24][CH2:25][CH2:26][OH:27])=[O:22]. The yield is 0.760. (6) The reactants are [Cl:1][C:2]1[N:3]=[N:4][C:5]([Cl:9])=[CH:6][C:7]=1Cl.[NH:10]1[CH2:15][CH2:14][CH:13]([CH2:16][OH:17])[CH2:12][CH2:11]1.CCN(CC)CC. The catalyst is CS(C)=O.O. The product is [Cl:1][C:2]1[N:3]=[N:4][C:5]([Cl:9])=[CH:6][C:7]=1[N:10]1[CH2:15][CH2:14][CH:13]([CH2:16][OH:17])[CH2:12][CH2:11]1. The yield is 0.760. (7) The reactants are [I:1][C:2]1[CH:3]=[CH:4][C:5]([O:9][CH3:10])=[C:6]([NH2:8])[CH:7]=1.Cl[C:12]1[C:17]([Cl:18])=[CH:16][N:15]=[C:14]([NH2:19])[N:13]=1.Cl.[OH-].[Na+]. The catalyst is O1CCOCC1. The product is [Cl:18][C:17]1[C:12]([NH:8][C:6]2[CH:7]=[C:2]([I:1])[CH:3]=[CH:4][C:5]=2[O:9][CH3:10])=[N:13][C:14]([NH2:19])=[N:15][CH:16]=1. The yield is 0.477. (8) The reactants are Br[CH2:2][C:3]1[N:4]=[C:5]([C:13]2[CH:18]=[CH:17][C:16]([C:19]([F:22])([F:21])[F:20])=[CH:15][CH:14]=2)[S:6][C:7]=1[C:8]([O:10][CH2:11][CH3:12])=[O:9].CN(C=[O:27])C. The catalyst is FC(F)(F)C([O-])=O.[Ag+]. The product is [OH:27][CH2:2][C:3]1[N:4]=[C:5]([C:13]2[CH:18]=[CH:17][C:16]([C:19]([F:22])([F:21])[F:20])=[CH:15][CH:14]=2)[S:6][C:7]=1[C:8]([O:10][CH2:11][CH3:12])=[O:9]. The yield is 1.00. (9) No catalyst specified. The reactants are [Cl:1][C:2]1[CH:10]=[CH:9][C:5]([C:6]([OH:8])=O)=[CH:4][N:3]=1.[NH2:11][C:12]([CH3:17])([CH2:15]O)[CH2:13][OH:14]. The yield is 0.400. The product is [Cl:1][C:2]1[N:3]=[CH:4][C:5]([C:6]2[O:8][CH2:15][C:12]([CH2:13][OH:14])([CH3:17])[N:11]=2)=[CH:9][CH:10]=1. (10) The yield is 0.341. The reactants are C1C=CN=C(C2C=CC=CN=2)C=1.[CH:13]1(B(O)O)[CH2:15][CH2:14]1.[CH2:19]([N:21]1[C:30](=[O:31])[C:29]2[C:24](=[CH:25][CH:26]=[C:27]([N+:32]([O-:34])=[O:33])[CH:28]=2)[NH:23][C:22]1=[O:35])[CH3:20].C(=O)([O-])[O-].[Na+].[Na+]. The product is [CH:13]1([N:23]2[C:24]3[C:29](=[CH:28][C:27]([N+:32]([O-:34])=[O:33])=[CH:26][CH:25]=3)[C:30](=[O:31])[N:21]([CH2:19][CH3:20])[C:22]2=[O:35])[CH2:15][CH2:14]1. The catalyst is ClC(Cl)C.C([O-])(=O)C.[Cu+2].C([O-])(=O)C.O.